From a dataset of Catalyst prediction with 721,799 reactions and 888 catalyst types from USPTO. Predict which catalyst facilitates the given reaction. (1) Reactant: C([N:8]1[CH2:13][CH2:12][N:11]([C:14]2[CH:19]=[CH:18][N:17]=[C:16]([CH3:20])[CH:15]=2)[CH2:10][CH2:9]1)C1C=CC=CC=1. Product: [CH3:20][C:16]1[CH:15]=[C:14]([N:11]2[CH2:12][CH2:13][NH:8][CH2:9][CH2:10]2)[CH:19]=[CH:18][N:17]=1. The catalyst class is: 352. (2) Product: [NH2:7][C:6]1[N:27]([CH2:28][CH:29]([OH:31])[CH3:30])[C:11]([CH2:12][CH2:13][CH2:14][C:15]2[CH:16]=[CH:17][CH:18]=[CH:19][CH:20]=2)=[N:1][C:2]=1[C:3]([NH2:5])=[O:4]. Reactant: [NH2:1][CH:2]([C:6]#[N:7])[C:3]([NH2:5])=[O:4].C(O[C:11](OCC)(OCC)[CH2:12][CH2:13][CH2:14][C:15]1[CH:20]=[CH:19][CH:18]=[CH:17][CH:16]=1)C.[NH2:27][CH2:28][CH:29]([OH:31])[CH3:30]. The catalyst class is: 10. (3) Product: [Cl:1][C:2]1([C:9](=[O:11])[NH:8][C:5]2[CH:6]=[CH:41][CH:40]=[C:39]([C:43](=[O:42])[NH:25][C:26]3[CH:27]=[N:28][CH:29]=[CH:30][CH:31]=3)[CH:4]=2)[CH:7]=[CH:6][C:5]([N:8]([C:12]2[CH:17]=[CH:16][CH:15]=[CH:14][C:13]=2[C:18]([F:20])([F:21])[F:19])[C:9](=[O:11])[NH2:10])=[CH:4][CH2:3]1. Reactant: [Cl:1][C:2]1[CH:7]=[CH:6][C:5]([N:8]([C:12]2[CH:17]=[CH:16][CH:15]=[CH:14][C:13]=2[C:18]([F:21])([F:20])[F:19])[C:9](=[O:11])[NH2:10])=[CH:4][C:3]=1C(O)=O.[NH2:25][C:26]1[CH:27]=[N:28][CH:29]=[CH:30][CH:31]=1.C(Cl)Cl.CS(C)=O.[CH2:39]1[CH2:43][O:42][CH2:41][CH2:40]1. The catalyst class is: 26.